This data is from Full USPTO retrosynthesis dataset with 1.9M reactions from patents (1976-2016). The task is: Predict the reactants needed to synthesize the given product. (1) The reactants are: O[CH2:2][CH2:3][NH:4][C@H:5]([C:8]([OH:10])=[O:9])[CH2:6][SH:7].[ClH:11]. Given the product [ClH:11].[Cl:11][CH2:2][CH2:3][NH:4][C@H:5]([C:8]([OH:10])=[O:9])[CH2:6][SH:7], predict the reactants needed to synthesize it. (2) Given the product [CH2:1]([N:8]1[CH2:13][CH2:12][N:11]([C:14]2[CH:15]=[CH:16][C:17]3[O:22][C:31]([C:36]([NH2:38])=[O:37])=[CH:30][C:18]=3[CH:21]=2)[CH2:10][CH2:9]1)[C:2]1[CH:3]=[CH:4][CH:5]=[CH:6][CH:7]=1, predict the reactants needed to synthesize it. The reactants are: [CH2:1]([N:8]1[CH2:13][CH2:12][N:11]([C:14]2[CH:15]=[CH:16][C:17]([OH:22])=[C:18]([CH:21]=2)C=O)[CH2:10][CH2:9]1)[C:2]1[CH:7]=[CH:6][CH:5]=[CH:4][CH:3]=1.C(=O)([O-])[O-].[K+].[K+].Br[CH2:30][C:31](OCC)=O.[CH:36]([NH2:38])=[O:37].C[O-].[Na+].